This data is from NCI-60 drug combinations with 297,098 pairs across 59 cell lines. The task is: Regression. Given two drug SMILES strings and cell line genomic features, predict the synergy score measuring deviation from expected non-interaction effect. (1) Drug 1: CN(C)C1=NC(=NC(=N1)N(C)C)N(C)C. Drug 2: CCC1(CC2CC(C3=C(CCN(C2)C1)C4=CC=CC=C4N3)(C5=C(C=C6C(=C5)C78CCN9C7C(C=CC9)(C(C(C8N6C=O)(C(=O)OC)O)OC(=O)C)CC)OC)C(=O)OC)O.OS(=O)(=O)O. Cell line: UACC62. Synergy scores: CSS=2.09, Synergy_ZIP=-1.34, Synergy_Bliss=-2.37, Synergy_Loewe=-9.51, Synergy_HSA=-3.03. (2) Drug 1: CS(=O)(=O)CCNCC1=CC=C(O1)C2=CC3=C(C=C2)N=CN=C3NC4=CC(=C(C=C4)OCC5=CC(=CC=C5)F)Cl. Synergy scores: CSS=76.6, Synergy_ZIP=11.9, Synergy_Bliss=12.4, Synergy_Loewe=2.59, Synergy_HSA=15.7. Drug 2: CCC1=C2CN3C(=CC4=C(C3=O)COC(=O)C4(CC)O)C2=NC5=C1C=C(C=C5)O. Cell line: HT29.